From a dataset of NCI-60 drug combinations with 297,098 pairs across 59 cell lines. Regression. Given two drug SMILES strings and cell line genomic features, predict the synergy score measuring deviation from expected non-interaction effect. Drug 1: CN(C)C1=NC(=NC(=N1)N(C)C)N(C)C. Drug 2: C1CN(CCN1C(=O)CCBr)C(=O)CCBr. Cell line: MDA-MB-435. Synergy scores: CSS=-6.51, Synergy_ZIP=4.80, Synergy_Bliss=5.62, Synergy_Loewe=-4.21, Synergy_HSA=-2.97.